This data is from Reaction yield outcomes from USPTO patents with 853,638 reactions. The task is: Predict the reaction yield, written as a fraction of the theoretical maximum amount of product (1.0 means a 100% yield; for example, 0.34 means a 34% yield). (1) The reactants are [Cl:1][C:2]1[C:11]2[C:6](=[CH:7][CH:8]=[CH:9][C:10]=2[O:12][CH:13]2[CH2:18][CH2:17][N:16]([CH3:19])[CH2:15][CH2:14]2)[N:5]=[CH:4][N:3]=1.[Br:20][C:21]1[CH:22]=[C:23]([CH:25]=[CH:26][CH:27]=1)[NH2:24]. No catalyst specified. The product is [ClH:1].[Br:20][C:21]1[CH:22]=[C:23]([CH:25]=[CH:26][CH:27]=1)[NH:24][C:2]1[C:11]2[C:6](=[CH:7][CH:8]=[CH:9][C:10]=2[O:12][CH:13]2[CH2:18][CH2:17][N:16]([CH3:19])[CH2:15][CH2:14]2)[N:5]=[CH:4][N:3]=1. The yield is 0.360. (2) The reactants are [Cl:1][C:2]1[C:3]([N+:16]([O-])=O)=[CH:4][C:5]([N+:13]([O-])=O)=[C:6](/[CH:8]=[CH:9]/N(C)C)[CH:7]=1. The catalyst is [Ni].CCO. The product is [Cl:1][C:2]1[CH:7]=[C:6]2[C:5](=[CH:4][C:3]=1[NH2:16])[NH:13][CH:9]=[CH:8]2. The yield is 0.160. (3) The product is [N:12]1[CH:13]=[CH:14][N:15]=[CH:16][C:11]=1[CH2:10][N:21]1[C:17](=[O:27])[C:18]2[C:19](=[CH:23][CH:24]=[CH:25][CH:26]=2)[C:20]1=[O:22]. The reactants are ClCC1C=CN=CN=1.Cl[CH2:10][C:11]1[CH:16]=[N:15][CH:14]=[CH:13][N:12]=1.[C:17]1(=[O:27])[NH:21][C:20](=[O:22])[C:19]2=[CH:23][CH:24]=[CH:25][CH:26]=[C:18]12.[K]. No catalyst specified. The yield is 0.460. (4) The reactants are [CH:1]1([N:4]2[C:8]3[C:9]([O:22][C@@H:23]([C@H:25]4[CH2:29][NH:28][C:27](=[O:30])[CH2:26]4)[CH3:24])=[CH:10][C:11](B4OC(C)(C)C(C)(C)O4)=[CH:12][C:7]=3[N:6]=[CH:5]2)[CH2:3][CH2:2]1.I[C:32]1[N:36]([CH:37]2[CH2:42][CH2:41][O:40][CH2:39][CH2:38]2)[N:35]=[CH:34][CH:33]=1.C([O-])([O-])=O.[Na+].[Na+].N#N. The catalyst is C1C=CC([P]([Pd]([P](C2C=CC=CC=2)(C2C=CC=CC=2)C2C=CC=CC=2)([P](C2C=CC=CC=2)(C2C=CC=CC=2)C2C=CC=CC=2)[P](C2C=CC=CC=2)(C2C=CC=CC=2)C2C=CC=CC=2)(C2C=CC=CC=2)C2C=CC=CC=2)=CC=1.C(Cl)Cl.COCCOC. The product is [CH:1]1([N:4]2[C:8]3[C:9]([O:22][C@@H:23]([C@H:25]4[CH2:29][NH:28][C:27](=[O:30])[CH2:26]4)[CH3:24])=[CH:10][C:11]([C:32]4[N:36]([CH:37]5[CH2:42][CH2:41][O:40][CH2:39][CH2:38]5)[N:35]=[CH:34][CH:33]=4)=[CH:12][C:7]=3[N:6]=[CH:5]2)[CH2:2][CH2:3]1. The yield is 0.571. (5) The reactants are [O:1]=[C:2]1[N:6]([CH2:7][CH2:8][NH:9][C:10]([C:12]2[C:13]3[CH2:29][O:28][C:27]4[CH:26]=[C:25]([O:30][CH3:31])[C:24]([CH:32]=[C:33]([CH3:35])[CH3:34])=[CH:23][C:22]=4[C:14]=3[N:15]([C:17]3[CH:21]=[CH:20][S:19][CH:18]=3)[N:16]=2)=[O:11])[CH2:5][CH2:4][O:3]1.[CH3:36]N(C)C=O.[H-].[Na+]. The catalyst is IC.O. The product is [CH3:36][N:9]([CH2:8][CH2:7][N:6]1[CH2:5][CH2:4][O:3][C:2]1=[O:1])[C:10]([C:12]1[C:13]2[CH2:29][O:28][C:27]3[CH:26]=[C:25]([O:30][CH3:31])[C:24]([CH:32]=[C:33]([CH3:35])[CH3:34])=[CH:23][C:22]=3[C:14]=2[N:15]([C:17]2[CH:21]=[CH:20][S:19][CH:18]=2)[N:16]=1)=[O:11]. The yield is 0.990. (6) The reactants are [Cl:1][C:2]1[CH:7]=[C:6]([N+:8]([O-:10])=[O:9])[C:5](F)=[CH:4][C:3]=1[O:12][CH:13]([CH3:15])[CH3:14].[OH-:16].[Na+]. The catalyst is O1CCOCC1. The product is [Cl:1][C:2]1[C:3]([O:12][CH:13]([CH3:15])[CH3:14])=[CH:4][C:5]([OH:16])=[C:6]([N+:8]([O-:10])=[O:9])[CH:7]=1. The yield is 0.927. (7) The reactants are O[C@H:2]1[CH2:6][N:5]([C:7]([O:9][C:10]([CH3:13])([CH3:12])[CH3:11])=[O:8])[C@H:4]([C:14]([O:16][CH3:17])=[O:15])[CH2:3]1.ClCCl.C(Br)(Br)(Br)[Br:22].C1(P(C2C=CC=CC=2)C2C=CC=CC=2)C=CC=CC=1. The catalyst is C(OCC)C.CO. The product is [Br:22][C@@H:2]1[CH2:6][N:5]([C:7]([O:9][C:10]([CH3:13])([CH3:12])[CH3:11])=[O:8])[C@H:4]([C:14]([O:16][CH3:17])=[O:15])[CH2:3]1. The yield is 0.400.